Dataset: TCR-epitope binding with 47,182 pairs between 192 epitopes and 23,139 TCRs. Task: Binary Classification. Given a T-cell receptor sequence (or CDR3 region) and an epitope sequence, predict whether binding occurs between them. (1) The epitope is QARQMVQAMRTIGTHP. The TCR CDR3 sequence is CASSLGSGRSSYEQYF. Result: 0 (the TCR does not bind to the epitope). (2) The epitope is VLWAHGFEL. The TCR CDR3 sequence is CASSQDRVLAGAYEQYF. Result: 0 (the TCR does not bind to the epitope).